From a dataset of Full USPTO retrosynthesis dataset with 1.9M reactions from patents (1976-2016). Predict the reactants needed to synthesize the given product. (1) Given the product [C:6]([C:8]1[S:12][C:11]([C:13]2[N:14]=[N+:15]([O-:19])[CH:16]=[CH:17][CH:18]=2)=[CH:10][CH:9]=1)([OH:7])=[O:5], predict the reactants needed to synthesize it. The reactants are: O[Li].O.C[O:5][C:6]([C:8]1[S:12][C:11]([C:13]2[N:14]=[N+:15]([O-:19])[CH:16]=[CH:17][CH:18]=2)=[CH:10][CH:9]=1)=[O:7]. (2) Given the product [CH3:1][NH:2][C:3]1[CH:8]=[CH:7][CH:6]=[CH:5][C:4]=1[CH:9]1[N:14]2[N:15]=[C:16]([C:20]3[CH:25]=[CH:24][C:23]([O:26][C:27]4[CH:32]=[CH:31][CH:30]=[CH:29][CH:28]=4)=[CH:22][CH:21]=3)[C:17]([C:18]([NH2:19])=[O:37])=[C:13]2[NH:12][CH2:11][CH2:10]1, predict the reactants needed to synthesize it. The reactants are: [CH3:1][NH:2][C:3]1[CH:8]=[CH:7][CH:6]=[CH:5][C:4]=1[CH:9]1[N:14]2[N:15]=[C:16]([C:20]3[CH:25]=[CH:24][C:23]([O:26][C:27]4[CH:32]=[CH:31][CH:30]=[CH:29][CH:28]=4)=[CH:22][CH:21]=3)[C:17]([C:18]#[N:19])=[C:13]2[NH:12][CH2:11][CH2:10]1.ClCCC(NC1C=C(C2N3N=C(C4C=CC(OC5C=CC=CC=5)=CC=4)C(C(N)=O)=C3NCC2)C=CC=1)=[O:37]. (3) The reactants are: C(OC([NH:8][CH2:9][C:10]([NH:12][CH2:13][C:14]1[CH:15]=[C:16]([NH:20]/[C:21](=[C:28]2\[C:29](=[O:40])[NH:30][C:31]3[C:36]\2=[CH:35][C:34]([N+:37]([O-:39])=[O:38])=[CH:33][CH:32]=3)/[C:22]2[CH:27]=[CH:26][CH:25]=[CH:24][CH:23]=2)[CH:17]=[CH:18][CH:19]=1)=[O:11])=O)(C)(C)C.C(OCC)(=O)C.[ClH:47]. Given the product [ClH:47].[NH2:8][CH2:9][C:10]([NH:12][CH2:13][C:14]1[CH:15]=[C:16]([NH:20]/[C:21](=[C:28]2\[C:29](=[O:40])[NH:30][C:31]3[C:36]\2=[CH:35][C:34]([N+:37]([O-:39])=[O:38])=[CH:33][CH:32]=3)/[C:22]2[CH:23]=[CH:24][CH:25]=[CH:26][CH:27]=2)[CH:17]=[CH:18][CH:19]=1)=[O:11], predict the reactants needed to synthesize it. (4) Given the product [C:16]([C:8]1[C:9]2=[N:10][CH:11]=[C:12]([CH3:15])[CH:13]=[C:14]2[N:6]([CH:1]2[CH2:5][CH2:4][CH2:3][CH2:2]2)[C:7]=1[C:32]1[N:37]=[CH:36][C:35]([S:38]([NH:41][C:42]2([C:45]([F:48])([F:47])[F:46])[CH2:44][CH2:43]2)(=[O:40])=[O:39])=[CH:34][CH:33]=1)#[N:17], predict the reactants needed to synthesize it. The reactants are: [CH:1]1([N:6]2[C:14]3[C:9](=[N:10][CH:11]=[C:12]([CH3:15])[CH:13]=3)[C:8]([C:16]#[N:17])=[C:7]2[Sn](CCCC)(CCCC)CCCC)[CH2:5][CH2:4][CH2:3][CH2:2]1.Cl[C:32]1[N:37]=[CH:36][C:35]([S:38]([NH:41][C:42]2([C:45]([F:48])([F:47])[F:46])[CH2:44][CH2:43]2)(=[O:40])=[O:39])=[CH:34][CH:33]=1. (5) Given the product [CH3:1][O:2][C:3]1[CH:4]=[C:5]2[C:10](=[CH:11][C:12]=1[O:13][CH3:14])[N:9]=[CH:8][CH:7]=[C:6]2[O:15][C:16]1[CH:22]=[CH:21][C:19]([NH:20][C:38](=[O:40])[O:56][CH:54]([C:53]2[CH:57]=[CH:58][CH:59]=[C:51]([N:50]([CH3:49])[CH3:60])[CH:52]=2)[CH3:55])=[CH:18][CH:17]=1, predict the reactants needed to synthesize it. The reactants are: [CH3:1][O:2][C:3]1[CH:4]=[C:5]2[C:10](=[CH:11][C:12]=1[O:13][CH3:14])[N:9]=[CH:8][CH:7]=[C:6]2[O:15][C:16]1[CH:22]=[CH:21][C:19]([NH2:20])=[CH:18][CH:17]=1.C1(C)C=CC=CC=1.C(N(CC)CC)C.Cl[C:38](Cl)([O:40]C(=O)OC(Cl)(Cl)Cl)Cl.[CH3:49][N:50]([CH3:60])[C:51]1[CH:52]=[C:53]([CH:57]=[CH:58][CH:59]=1)[CH:54]([OH:56])[CH3:55]. (6) Given the product [CH3:37][C:22]1[CH:21]=[C:20]([C:17]2[S:16][C:15]([C:2]3([OH:1])[CH2:3][CH2:4][NH:5][CH2:6][CH2:7]3)=[N:19][CH:18]=2)[CH:25]=[C:24]([NH:26][C:27]2[N:32]=[C:31]([C:33]([F:35])([F:36])[F:34])[CH:30]=[CH:29][N:28]=2)[CH:23]=1, predict the reactants needed to synthesize it. The reactants are: [OH:1][C:2]1([C:15]2[S:16][C:17]([C:20]3[CH:25]=[C:24]([NH:26][C:27]4[N:32]=[C:31]([C:33]([F:36])([F:35])[F:34])[CH:30]=[CH:29][N:28]=4)[CH:23]=[C:22]([CH3:37])[CH:21]=3)=[CH:18][N:19]=2)[CH2:7][CH2:6][N:5](C(OC(C)(C)C)=O)[CH2:4][CH2:3]1.C(O)(C(F)(F)F)=O.C([O-])(O)=O.[Na+]. (7) The reactants are: [C:12]([O:11][C:9](O[C:9]([O:11][C:12]([CH3:15])([CH3:14])[CH3:13])=[O:10])=[O:10])([CH3:15])([CH3:14])[CH3:13].[Cl:16][C:17]1[N:22]=[C:21]([N:23]2[CH2:28][CH2:27][CH2:26][C@@H:25]([NH2:29])[CH2:24]2)[CH:20]=[C:19]([CH2:30][CH2:31][CH3:32])[N:18]=1.C(N(CC)CC)C. Given the product [Cl:16][C:17]1[N:22]=[C:21]([N:23]2[CH2:28][CH2:27][CH2:26][C@@H:25]([NH:29][C:9](=[O:10])[O:11][C:12]([CH3:13])([CH3:14])[CH3:15])[CH2:24]2)[CH:20]=[C:19]([CH2:30][CH2:31][CH3:32])[N:18]=1, predict the reactants needed to synthesize it.